The task is: Predict the product of the given reaction.. This data is from Forward reaction prediction with 1.9M reactions from USPTO patents (1976-2016). (1) Given the reactants Cl.[NH2:2][CH:3]([C:6]1[CH:11]=[CH:10][C:9]([Cl:12])=[CH:8][CH:7]=1)[C:4]#[N:5].[CH2:13]([O:16][C:17]1[CH:18]=[C:19]([CH2:27][CH2:28][C:29](O)=[O:30])[CH:20]=[CH:21][C:22]=1[O:23][CH2:24][C:25]#[CH:26])[C:14]#[CH:15].N1C=CC=CC=1.CCN=C=NCCCN(C)C, predict the reaction product. The product is: [Cl:12][C:9]1[CH:10]=[CH:11][C:6]([CH:3]([NH:2][C:29](=[O:30])[CH2:28][CH2:27][C:19]2[CH:20]=[CH:21][C:22]([O:23][CH2:24][C:25]#[CH:26])=[C:17]([O:16][CH2:13][C:14]#[CH:15])[CH:18]=2)[C:4]#[N:5])=[CH:7][CH:8]=1. (2) Given the reactants Cl.[CH3:2][O:3][C:4]1[CH:9]=[CH:8][C:7]([N:10]2[C:14]([C:15]3[CH:22]=[CH:21][C:18]([CH2:19][NH2:20])=[CH:17][CH:16]=3)=[CH:13][C:12]([C:23]([F:26])([F:25])[F:24])=[N:11]2)=[CH:6][CH:5]=1.C(N(CC)CC)C.[C:34](Cl)(=[O:36])[CH3:35], predict the reaction product. The product is: [CH3:2][O:3][C:4]1[CH:5]=[CH:6][C:7]([N:10]2[C:14]([C:15]3[CH:22]=[CH:21][C:18]([CH2:19][NH:20][C:34](=[O:36])[CH3:35])=[CH:17][CH:16]=3)=[CH:13][C:12]([C:23]([F:26])([F:24])[F:25])=[N:11]2)=[CH:8][CH:9]=1. (3) Given the reactants [CH3:1][O:2][C:3]1[CH:12]=[C:11]2[C:6]([CH:7]=[C:8]([C:14]([NH:16][C:17]3[CH:18]=[C:19]([CH:23]=[CH:24][C:25]=3[CH3:26])[C:20](O)=[O:21])=[O:15])[C:9](=[O:13])[NH:10]2)=[CH:5][N:4]=1.[C:27]([O:31][C:32](=[O:44])[NH:33][CH2:34][CH:35]([NH2:43])[C:36]1[CH:41]=[CH:40][CH:39]=[C:38]([Cl:42])[CH:37]=1)([CH3:30])([CH3:29])[CH3:28], predict the reaction product. The product is: [C:27]([O:31][C:32](=[O:44])[NH:33][CH2:34][CH:35]([C:36]1[CH:41]=[CH:40][CH:39]=[C:38]([Cl:42])[CH:37]=1)[NH:43][C:20](=[O:21])[C:19]1[CH:23]=[CH:24][C:25]([CH3:26])=[C:17]([NH:16][C:14]([C:8]2[C:9](=[O:13])[NH:10][C:11]3[C:6]([CH:7]=2)=[CH:5][N:4]=[C:3]([O:2][CH3:1])[CH:12]=3)=[O:15])[CH:18]=1)([CH3:30])([CH3:28])[CH3:29]. (4) Given the reactants [C:1]([C:3]1([C:8]2[CH:13]=[CH:12][CH:11]=[CH:10][CH:9]=2)[CH2:7][CH2:6][CH2:5][CH2:4]1)#[CH:2].[N:14]([CH:17]1[CH2:36][N:21]2[C:22]3[C:27]([C:28]([CH2:29][C:30]([O:32]CCC)=[O:31])=[C:20]2[CH2:19][CH2:18]1)=[CH:26][CH:25]=[CH:24][CH:23]=3)=[N+:15]=[N-:16].[N-]=[N+]=[N-], predict the reaction product. The product is: [C:8]1([C:3]2([C:1]3[N:14]([CH:17]4[CH2:36][N:21]5[C:22]6[C:27]([C:28]([CH2:29][C:30]([OH:32])=[O:31])=[C:20]5[CH2:19][CH2:18]4)=[CH:26][CH:25]=[CH:24][CH:23]=6)[N:15]=[N:16][CH:2]=3)[CH2:7][CH2:6][CH2:5][CH2:4]2)[CH:13]=[CH:12][CH:11]=[CH:10][CH:9]=1. (5) Given the reactants [Cl-].[CH3:2][S+](C)(C)=O.[H-].[Na+].[OH:9][C:10]1[C:17]([CH3:18])=[CH:16][CH:15]=[CH:14][C:11]=1[CH:12]=[O:13].O, predict the reaction product. The product is: [CH3:18][C:17]1[C:10]2[O:9][CH2:2][CH:12]([OH:13])[C:11]=2[CH:14]=[CH:15][CH:16]=1.